This data is from Forward reaction prediction with 1.9M reactions from USPTO patents (1976-2016). The task is: Predict the product of the given reaction. (1) Given the reactants [N:1]1([C:7]2[C:8]3[N:31]=[N:30][N:29]([CH:32]4[CH2:37][CH2:36][N:35](C(OC(C)(C)C)=O)[CH2:34][CH2:33]4)[C:9]=3[N:10]=[C:11]([C:13]3[CH:18]=[CH:17][C:16]([NH:19][C:20](=[O:28])[NH:21][C:22]4[CH:23]=[N:24][CH:25]=[CH:26][CH:27]=4)=[CH:15][CH:14]=3)[N:12]=2)[CH2:6][CH2:5][O:4][CH2:3][CH2:2]1, predict the reaction product. The product is: [N:1]1([C:7]2[C:8]3[N:31]=[N:30][N:29]([CH:32]4[CH2:33][CH2:34][NH:35][CH2:36][CH2:37]4)[C:9]=3[N:10]=[C:11]([C:13]3[CH:18]=[CH:17][C:16]([NH:19][C:20]([NH:21][C:22]4[CH:23]=[N:24][CH:25]=[CH:26][CH:27]=4)=[O:28])=[CH:15][CH:14]=3)[N:12]=2)[CH2:2][CH2:3][O:4][CH2:5][CH2:6]1. (2) Given the reactants N[CH:2]([C:10]([OH:12])=[O:11])[CH2:3][C:4]1[CH:9]=[CH:8][CH:7]=[CH:6][CH:5]=1.[BrH:13].N([O-])=O.[Na+], predict the reaction product. The product is: [Br:13][CH:2]([CH2:3][C:4]1[CH:9]=[CH:8][CH:7]=[CH:6][CH:5]=1)[C:10]([OH:12])=[O:11].